Dataset: Catalyst prediction with 721,799 reactions and 888 catalyst types from USPTO. Task: Predict which catalyst facilitates the given reaction. (1) Reactant: [OH:1][N:2]=[C:3]([C:5]1[S:6][CH:7]=[C:8]([CH2:10][O:11][CH2:12][O:13][CH2:14][CH2:15][Si:16]([CH3:19])([CH3:18])[CH3:17])[N:9]=1)[NH2:4].[CH3:20][O:21][C:22](=[O:30])[C:23]([CH3:29])([CH3:28])[CH2:24][C:25](O)=[O:26].CN(C(ON1N=NC2C=CC=NC1=2)=[N+](C)C)C.F[P-](F)(F)(F)(F)F.CCN(C(C)C)C(C)C. Product: [NH2:4][C:3](=[N:2][O:1][C:25](=[O:26])[CH2:24][C:23]([CH3:29])([CH3:28])[C:22]([O:21][CH3:20])=[O:30])[C:5]1[S:6][CH:7]=[C:8]([CH2:10][O:11][CH2:12][O:13][CH2:14][CH2:15][Si:16]([CH3:19])([CH3:18])[CH3:17])[N:9]=1. The catalyst class is: 136. (2) The catalyst class is: 56. Product: [O:18]=[C:17]1[C:16]2[C:11](=[CH:12][CH:13]=[CH:14][CH:15]=2)[C:10](=[N:19][S:20]([C:23]2[S:24][CH:25]=[CH:26][CH:27]=2)(=[O:22])=[O:21])[CH:9]=[C:8]1[NH:28][C:29]1[CH:30]=[C:31]([CH:35]=[CH:36][CH:37]=1)[C:32]([OH:34])=[O:33]. Reactant: CN1C(S[C:8]2[C:17](=[O:18])[C:16]3[C:11](=[CH:12][CH:13]=[CH:14][CH:15]=3)/[C:10](=[N:19]/[S:20]([C:23]3[S:24][CH:25]=[CH:26][CH:27]=3)(=[O:22])=[O:21])/[CH:9]=2)=NN=N1.[NH2:28][C:29]1[CH:30]=[C:31]([CH:35]=[CH:36][CH:37]=1)[C:32]([OH:34])=[O:33].N1C=CC=CC=1. (3) Reactant: [Cl:1][C:2]1([C:5]2[CH:9]=[C:8]([C:10]([O:12][CH2:13][CH3:14])=[O:11])[N:7]([CH3:15])[N:6]=2)[CH2:4][CH2:3]1.[Cl:16]N1C(=O)CCC1=O. Product: [Cl:16][C:9]1[C:5]([C:2]2([Cl:1])[CH2:4][CH2:3]2)=[N:6][N:7]([CH3:15])[C:8]=1[C:10]([O:12][CH2:13][CH3:14])=[O:11]. The catalyst class is: 35. (4) Reactant: [CH3:1][CH2:2][N:3]([CH2:6][CH2:7][NH:8][CH2:9][CH2:10][N:11]([CH2:14][CH3:15])[CH2:12][CH3:13])[CH2:4][CH3:5].[CH2:16]=O.[CH3:18][C:19]1[CH:24]=[C:23]([CH3:25])[CH:22]=[CH:21][C:20]=1[OH:26]. Product: [CH3:18][C:19]1[CH:24]=[C:23]([CH3:25])[CH:22]=[C:21]([CH2:16][N:8]([CH2:7][CH2:6][N:3]([CH2:2][CH3:1])[CH2:4][CH3:5])[CH2:9][CH2:10][N:11]([CH2:14][CH3:15])[CH2:12][CH3:13])[C:20]=1[OH:26]. The catalyst class is: 5.